From a dataset of Forward reaction prediction with 1.9M reactions from USPTO patents (1976-2016). Predict the product of the given reaction. (1) Given the reactants [C:1]([O:5][C:6](=[O:28])[C:7]1[CH:12]=[CH:11][C:10]([CH2:13][N:14]([CH2:25][CH:26]=[CH2:27])[C:15](=[O:24])[C:16]2[CH:21]=[C:20]([Br:22])[CH:19]=[CH:18][C:17]=2I)=[CH:9][CH:8]=1)([CH3:4])([CH3:3])[CH3:2].C(N(CC)CC)C, predict the reaction product. The product is: [C:1]([O:5][C:6](=[O:28])[C:7]1[CH:12]=[CH:11][C:10]([CH2:13][N:14]2[CH:25]=[C:26]([CH3:27])[C:17]3[C:16](=[CH:21][C:20]([Br:22])=[CH:19][CH:18]=3)[C:15]2=[O:24])=[CH:9][CH:8]=1)([CH3:4])([CH3:3])[CH3:2]. (2) Given the reactants C(O)(=O)C.O=[C:6]1[CH2:11][CH2:10][N:9]([C:12]([O:14][C:15]([CH3:18])([CH3:17])[CH3:16])=[O:13])[CH2:8][CH2:7]1.C(O[BH-](OC(=O)C)OC(=O)C)(=O)C.[Na+].[NH:33]1[CH2:38][CH2:37][CH:36]([OH:39])[CH2:35][CH2:34]1.C(N(CC)CC)C, predict the reaction product. The product is: [NH3:9].[OH:39][CH:36]1[CH2:37][CH2:38][N:33]([CH:6]2[CH2:11][CH2:10][N:9]([C:12]([O:14][C:15]([CH3:18])([CH3:17])[CH3:16])=[O:13])[CH2:8][CH2:7]2)[CH2:34][CH2:35]1. (3) Given the reactants C(O[BH-](OC(=O)C)OC(=O)C)(=O)C.[Na+].[CH3:15][O:16][C:17]1[N:22]=[C:21]([NH2:23])[CH:20]=[CH:19][CH:18]=1.[OH:24][C:25]1[CH:32]=[CH:31][CH:30]=[CH:29][C:26]=1[CH:27]=O, predict the reaction product. The product is: [CH3:15][O:16][C:17]1[N:22]=[C:21]([NH:23][CH2:27][C:26]2[CH:29]=[CH:30][CH:31]=[CH:32][C:25]=2[OH:24])[CH:20]=[CH:19][CH:18]=1. (4) The product is: [C:23]([O:22][C:20]([N:6]1[CH2:7][C@H:3]([CH2:1][CH3:2])[C@H:4]([C:8]([OH:10])=[O:9])[CH2:5]1)=[O:21])([CH3:26])([CH3:25])[CH3:24]. Given the reactants [CH2:1]([C@H:3]1[CH2:7][NH:6][CH2:5][C@H:4]1[C:8]([O:10]CC)=[O:9])[CH3:2].Cl.C([O-])([O-])=O.[Na+].[Na+].[C:20](O[C:20]([O:22][C:23]([CH3:26])([CH3:25])[CH3:24])=[O:21])([O:22][C:23]([CH3:26])([CH3:25])[CH3:24])=[O:21], predict the reaction product. (5) Given the reactants [Cl-].[Al+3].[Cl-].[Cl-].Cl[CH2:6][CH2:7][C:8]([NH:10][C:11]1[CH:16]=[CH:15][CH:14]=[C:13]([O:17]C)[CH:12]=1)=[O:9].Cl, predict the reaction product. The product is: [OH:17][C:13]1[CH:12]=[C:11]2[C:16]([CH2:6][CH2:7][C:8](=[O:9])[NH:10]2)=[CH:15][CH:14]=1. (6) Given the reactants [NH2:1][C:2]1[CH:6]=[CH:5][NH:4][N:3]=1.[C:7](OCC)(=[O:10])[C:8]#[CH:9].C1(C)C=CC=CC=1, predict the reaction product. The product is: [OH:10][C:7]1[CH:8]=[CH:9][N:3]2[N:4]=[CH:5][CH:6]=[C:2]2[N:1]=1. (7) Given the reactants [H-].[H-].[H-].[H-].[Li+].[Al+3].[CH2:7]([O:9][C:10]1[CH:15]=[CH:14][C:13]([CH:16]=[C:17]([N+:19]([O-])=O)[CH3:18])=[CH:12][C:11]=1[O:22][CH2:23][CH3:24])[CH3:8].O, predict the reaction product. The product is: [CH2:23]([O:22][C:11]1[CH:12]=[C:13]([CH2:16][CH:17]([NH2:19])[CH3:18])[CH:14]=[CH:15][C:10]=1[O:9][CH2:7][CH3:8])[CH3:24]. (8) Given the reactants C([Li])CCC.Br[C:7]1[CH:8]=[N:9][CH:10]=[N:11][CH:12]=1.[CH2:13]1[O:23][C:16]2([CH2:21][CH2:20][C:19](=[O:22])[CH2:18][CH2:17]2)[O:15][CH2:14]1.O, predict the reaction product. The product is: [N:9]1[CH:8]=[C:7]([C:19]2([OH:22])[CH2:20][CH2:21][C:16]3([O:23][CH2:13][CH2:14][O:15]3)[CH2:17][CH2:18]2)[CH:12]=[N:11][CH:10]=1. (9) Given the reactants [CH3:1][C:2]1[C:11]2[C:6](=[CH:7][C:8]([C:12]3[O:13][C:14]4[CH:26]=[CH:25][CH:24]=[CH:23][C:15]=4[C:16]=3[C:17](=[O:22])[CH2:18][CH2:19][CH2:20][CH3:21])=[CH:9][CH:10]=2)[CH:5]=[CH:4][C:3]=1[O:27][CH2:28][C:29]#[N:30].[BH4-].[Na+], predict the reaction product. The product is: [OH:22][CH:17]([C:16]1[C:15]2[CH:23]=[CH:24][CH:25]=[CH:26][C:14]=2[O:13][C:12]=1[C:8]1[CH:7]=[C:6]2[C:11](=[CH:10][CH:9]=1)[C:2]([CH3:1])=[C:3]([O:27][CH2:28][C:29]#[N:30])[CH:4]=[CH:5]2)[CH2:18][CH2:19][CH2:20][CH3:21]. (10) Given the reactants Cl.[NH2:2][C@@H:3]1[C:12]([CH3:14])([CH3:13])[C:11]2[CH:10]=[C:9]([C:15]([NH2:17])=[O:16])[CH:8]=[CH:7][C:6]=2[CH2:5][C@H:4]1[O:18][CH3:19].[C:20]([O:24][C:25](=[O:31])[NH:26][CH2:27][CH2:28][CH:29]=O)([CH3:23])([CH3:22])[CH3:21].C(N(CC)C(C)C)(C)C.C(O[BH-](OC(=O)C)OC(=O)C)(=O)C.[Na+].C(=O)(O)[O-].[Na+], predict the reaction product. The product is: [C:20]([O:24][C:25](=[O:31])[NH:26][CH2:27][CH2:28][CH2:29][NH:2][C@H:3]1[C@H:4]([O:18][CH3:19])[CH2:5][C:6]2[C:11](=[CH:10][C:9]([C:15](=[O:16])[NH2:17])=[CH:8][CH:7]=2)[C:12]1([CH3:14])[CH3:13])([CH3:23])([CH3:22])[CH3:21].